From a dataset of Full USPTO retrosynthesis dataset with 1.9M reactions from patents (1976-2016). Predict the reactants needed to synthesize the given product. (1) Given the product [CH:30]1([S:27]([C:24]2[CH:25]=[CH:26][C:21]([CH:13]([C:10]3[NH:9][C:8]([C:5]4[CH:4]=[CH:3][C:2]([CH:33]=[CH2:34])=[CH:7][N:6]=4)=[CH:12][CH:11]=3)[CH2:14][CH:15]3[CH2:20][CH2:19][O:18][CH2:17][CH2:16]3)=[CH:22][CH:23]=2)(=[O:29])=[O:28])[CH2:32][CH2:31]1, predict the reactants needed to synthesize it. The reactants are: Br[C:2]1[CH:3]=[CH:4][C:5]([C:8]2[NH:9][C:10]([CH:13]([C:21]3[CH:26]=[CH:25][C:24]([S:27]([CH:30]4[CH2:32][CH2:31]4)(=[O:29])=[O:28])=[CH:23][CH:22]=3)[CH2:14][CH:15]3[CH2:20][CH2:19][O:18][CH2:17][CH2:16]3)=[CH:11][CH:12]=2)=[N:6][CH:7]=1.[CH2:33]([Sn](CCCC)(CCCC)C=C)[CH2:34]CC. (2) Given the product [CH3:37][N:3]1[CH2:4][CH2:5][CH:6]([C:9]2[CH:14]=[CH:13][C:12]([NH:15][C:16]3[N:21]=[C:20]([CH2:22][CH2:23][C:24]4[CH:25]=[C:26]([CH:30]=[CH:31][N:32]=4)[C:27]([NH2:29])=[O:28])[C:19]([C:33]([F:36])([F:34])[F:35])=[CH:18][N:17]=3)=[CH:11][CH:10]=2)[CH2:7][CH2:8]1, predict the reactants needed to synthesize it. The reactants are: C=O.[NH:3]1[CH2:8][CH2:7][CH:6]([C:9]2[CH:14]=[CH:13][C:12]([NH:15][C:16]3[N:21]=[C:20]([CH2:22][CH2:23][C:24]4[CH:25]=[C:26]([CH:30]=[CH:31][N:32]=4)[C:27]([NH2:29])=[O:28])[C:19]([C:33]([F:36])([F:35])[F:34])=[CH:18][N:17]=3)=[CH:11][CH:10]=2)[CH2:5][CH2:4]1.[C:37](O[BH-](OC(=O)C)OC(=O)C)(=O)C.[Na+].C(OCC)(=O)C. (3) Given the product [Cl:1][C:2]1[CH:9]=[CH:8][C:5]([C:6]#[N:7])=[C:4]([NH:10][CH:11]2[CH2:16][C:15]([CH3:18])([CH3:17])[N:14]([CH2:28][CH3:29])[C:13]([CH3:20])([CH3:19])[CH2:12]2)[CH:3]=1, predict the reactants needed to synthesize it. The reactants are: [Cl:1][C:2]1[CH:9]=[CH:8][C:5]([C:6]#[N:7])=[C:4]([NH:10][CH:11]2[CH2:16][C:15]([CH3:18])([CH3:17])[NH:14][C:13]([CH3:20])([CH3:19])[CH2:12]2)[CH:3]=1.C(=O)([O-])[O-].[K+].[K+].I[CH2:28][CH3:29]. (4) Given the product [F:33][CH:7]([CH:4]1[CH2:5][CH2:6][O:1][CH2:2][CH2:3]1)[C:8]([O:10][CH2:11][CH3:12])=[O:9], predict the reactants needed to synthesize it. The reactants are: [O:1]1[CH2:6][CH2:5][CH:4]([CH2:7][C:8]([O:10][CH2:11][CH3:12])=[O:9])[CH2:3][CH2:2]1.C[Si]([N-][Si](C)(C)C)(C)C.[Li+].C1C=CC(S(N(S(C2C=CC=CC=2)(=O)=O)[F:33])(=O)=O)=CC=1.[Cl-].[NH4+]. (5) Given the product [F:6][C:7]([F:37])([F:36])[C:8]1[CH:13]=[C:12]([C:14]2([C:28]([F:31])([F:30])[F:29])[CH2:18][C:17]([C:19]3[CH:24]=[CH:23][C:22]([CH2:25][NH2:40])=[C:21]([Br:27])[CH:20]=3)=[N:16][CH2:15]2)[CH:11]=[C:10]([C:32]([F:35])([F:34])[F:33])[N:9]=1, predict the reactants needed to synthesize it. The reactants are: CS(Cl)(=O)=O.[F:6][C:7]([F:37])([F:36])[C:8]1[CH:13]=[C:12]([C:14]2([C:28]([F:31])([F:30])[F:29])[CH2:18][C:17]([C:19]3[CH:24]=[CH:23][C:22]([CH2:25]O)=[C:21]([Br:27])[CH:20]=3)=[N:16][CH2:15]2)[CH:11]=[C:10]([C:32]([F:35])([F:34])[F:33])[N:9]=1.C([N:40](CC)CC)C.N. (6) Given the product [CH3:31][N:10]1[C:9](=[O:12])[C:8]([C:13]2[CH:14]=[CH:15][C:16]([O:19][CH2:20][C:21]3[CH:30]=[CH:29][C:28]4[C:23](=[CH:24][CH:25]=[CH:26][CH:27]=4)[N:22]=3)=[CH:17][CH:18]=2)=[C:7]([C:4]2[CH:5]=[CH:6][N:1]=[CH:2][CH:3]=2)[NH:11]1, predict the reactants needed to synthesize it. The reactants are: [N:1]1[CH:6]=[CH:5][C:4]([C:7]2[NH:11][NH:10][C:9](=[O:12])[C:8]=2[C:13]2[CH:18]=[CH:17][C:16]([O:19][CH2:20][C:21]3[CH:30]=[CH:29][C:28]4[C:23](=[CH:24][CH:25]=[CH:26][CH:27]=4)[N:22]=3)=[CH:15][CH:14]=2)=[CH:3][CH:2]=1.[CH3:31]NN. (7) Given the product [Cl:18][C:19]1[CH:24]=[CH:23][CH:22]=[CH:21][C:20]=1[C:2]1[CH:7]=[CH:6][C:5]([CH2:8][N:9]2[C:13]([CH3:14])=[C:12]([C:15]([OH:17])=[O:16])[N:11]=[N:10]2)=[CH:4][CH:3]=1, predict the reactants needed to synthesize it. The reactants are: Br[C:2]1[CH:7]=[CH:6][C:5]([CH2:8][N:9]2[C:13]([CH3:14])=[C:12]([C:15]([OH:17])=[O:16])[N:11]=[N:10]2)=[CH:4][CH:3]=1.[Cl:18][C:19]1[CH:24]=[CH:23][CH:22]=[CH:21][C:20]=1B(O)O.C(=O)([O-])[O-].[Na+].[Na+]. (8) Given the product [C:1]([O:5][C:6]([N:8]1[CH2:9][CH2:10][C:11]([C:14]([N:44]2[CH2:49][CH2:48][O:47][CH2:46][CH2:45]2)=[O:15])([C:17]2[CH:22]=[CH:21][CH:20]=[CH:19][CH:18]=2)[CH2:12][CH2:13]1)=[O:7])([CH3:4])([CH3:2])[CH3:3], predict the reactants needed to synthesize it. The reactants are: [C:1]([O:5][C:6]([N:8]1[CH2:13][CH2:12][C:11]([C:17]2[CH:22]=[CH:21][CH:20]=[CH:19][CH:18]=2)([C:14](O)=[O:15])[CH2:10][CH2:9]1)=[O:7])([CH3:4])([CH3:3])[CH3:2].C(N=C=NCCCN(C)C)C.ON1C2C=CC=CC=2N=N1.[NH:44]1[CH2:49][CH2:48][O:47][CH2:46][CH2:45]1.[OH-].[Na+]. (9) Given the product [CH3:32][N:33]([CH3:34])[C:22]([NH:13][C:5]1[C:6]2[N:7]([C:9]([CH3:12])=[N:10][N:11]=2)[N:8]=[C:3]([N:2]([CH3:1])[C@H:14]([C:16]2[CH:21]=[CH:20][CH:19]=[CH:18][CH:17]=2)[CH3:15])[CH:4]=1)=[O:30], predict the reactants needed to synthesize it. The reactants are: [CH3:1][N:2]([C@H:14]([C:16]1[CH:21]=[CH:20][CH:19]=[CH:18][CH:17]=1)[CH3:15])[C:3]1[CH:4]=[C:5]([NH2:13])[C:6]2[N:7]([C:9]([CH3:12])=[N:10][N:11]=2)[N:8]=1.[C:22](Cl)(=[O:30])OC1C=CC=CC=1.[CH3:32][NH:33][CH3:34]. (10) Given the product [CH:3]([C:4]1[CH:9]=[CH:8][N:7]=[CH:6][C:5]=1[O:10][CH2:11][C:12]1[CH:13]=[CH:14][C:15]([C:18]([NH:20][S:21]([CH3:24])(=[O:22])=[O:23])=[O:19])=[CH:16][N:17]=1)=[O:2].[F:27][C:28]([F:33])([F:32])[C:29]([OH:31])=[O:30], predict the reactants needed to synthesize it. The reactants are: C[O:2][CH:3](OC)[C:4]1[CH:9]=[CH:8][N:7]=[CH:6][C:5]=1[O:10][CH2:11][C:12]1[N:17]=[CH:16][C:15]([C:18]([NH:20][S:21]([CH3:24])(=[O:23])=[O:22])=[O:19])=[CH:14][CH:13]=1.[F:27][C:28]([F:33])([F:32])[C:29]([OH:31])=[O:30].